Predict the product of the given reaction. From a dataset of Forward reaction prediction with 1.9M reactions from USPTO patents (1976-2016). (1) Given the reactants [OH:1][C:2]1[CH:9]=[C:8]([O:10][CH3:11])[C:7]([C:12]2[S:13][CH:14]=[CH:15][CH:16]=2)=[CH:6][C:3]=1[CH:4]=[O:5].C(=O)([O-])[O-].[K+].[K+].[C:23]([Si:27]([CH3:47])([CH3:46])[O:28][CH2:29][CH:30]([C:37]([CH3:45])([CH3:44])[O:38][SiH2:39][C:40]([CH3:43])([CH3:42])[CH3:41])[CH2:31]OS(C)(=O)=O)([CH3:26])([CH3:25])[CH3:24], predict the reaction product. The product is: [C:23]([Si:27]([CH3:46])([CH3:47])[O:28][CH2:29][CH:30]([C:37]([CH3:45])([CH3:44])[O:38][SiH2:39][C:40]([CH3:43])([CH3:42])[CH3:41])[CH2:31][O:1][C:2]1[CH:9]=[C:8]([O:10][CH3:11])[C:7]([C:12]2[S:13][CH:14]=[CH:15][CH:16]=2)=[CH:6][C:3]=1[CH:4]=[O:5])([CH3:25])([CH3:26])[CH3:24]. (2) Given the reactants [N+:1]([C:4]1[CH:12]=[N:11][CH:10]=[CH:9][C:5]=1[C:6]([OH:8])=O)([O-:3])=[O:2].[NH2:13][CH2:14][C:15]([CH3:18])([OH:17])[CH3:16].F[B-](F)(F)F.N1(OC(N(C)C)=[N+](C)C)C2C=CC=CC=2N=N1.C(N(CC)CC)C, predict the reaction product. The product is: [OH:17][C:15]([CH3:18])([CH3:16])[CH2:14][NH:13][C:6](=[O:8])[C:5]1[CH:9]=[CH:10][N:11]=[CH:12][C:4]=1[N+:1]([O-:3])=[O:2]. (3) Given the reactants [C:1]([C:5]1[CH:46]=[CH:45][C:8]([C:9]([NH:11][C@@H:12]([CH2:25][C:26]2[CH:31]=[CH:30][C:29]([C:32]3[N:37]=[CH:36][C:35]([C:38]4[CH:43]=[CH:42][C:41]([OH:44])=[CH:40][CH:39]=4)=[CH:34][N:33]=3)=[CH:28][CH:27]=2)[C:13]([NH:15][CH2:16][CH2:17][C:18]([O:20][C:21]([CH3:24])([CH3:23])[CH3:22])=[O:19])=[O:14])=[O:10])=[CH:7][CH:6]=1)([CH3:4])([CH3:3])[CH3:2].Br[CH2:48][CH2:49][CH2:50][CH2:51][CH:52]([CH3:54])[CH3:53], predict the reaction product. The product is: [C:1]([C:5]1[CH:6]=[CH:7][C:8]([C:9]([NH:11][C@@H:12]([CH2:25][C:26]2[CH:31]=[CH:30][C:29]([C:32]3[N:33]=[CH:34][C:35]([C:38]4[CH:43]=[CH:42][C:41]([O:44][CH2:48][CH2:49][CH2:50][CH2:51][CH:52]([CH3:54])[CH3:53])=[CH:40][CH:39]=4)=[CH:36][N:37]=3)=[CH:28][CH:27]=2)[C:13]([NH:15][CH2:16][CH2:17][C:18]([O:20][C:21]([CH3:24])([CH3:23])[CH3:22])=[O:19])=[O:14])=[O:10])=[CH:45][CH:46]=1)([CH3:2])([CH3:3])[CH3:4]. (4) Given the reactants [CH2:1]([OH:5])[C@@H:2]([OH:4])[CH3:3].[Si:6](Cl)([C:9]([CH3:12])([CH3:11])[CH3:10])([CH3:8])[CH3:7].N1C=CN=C1.CN(C)C=O, predict the reaction product. The product is: [Si:6]([O:5][CH2:1][C@@H:2]([OH:4])[CH3:3])([C:9]([CH3:12])([CH3:11])[CH3:10])([CH3:8])[CH3:7]. (5) Given the reactants Cl.OCCC(C)(C)O[C:7]1[CH:16]=[C:15]2[C:10]([CH:11]=[CH:12][CH:13]=[N:14]2)=[CH:9][C:8]=1[NH:17][C:18]([C:20]1[C:24]2[N:25]=[CH:26][N:27]=[CH:28][C:23]=2[S:22][CH:21]=1)=[O:19].Cl, predict the reaction product. The product is: [N:14]1([C:7]2[CH:16]=[C:15]3[C:10]([CH:11]=[CH:12][CH:13]=[N:14]3)=[CH:9][C:8]=2[NH:17][C:18]([C:20]2[C:24]3[N:25]=[CH:26][N:27]=[CH:28][C:23]=3[S:22][CH:21]=2)=[O:19])[CH2:15][CH2:10][CH2:11][CH2:12][CH2:13]1. (6) Given the reactants [Si]([O:8][N:9]=[C:10]1[C:18]2[C:13](=[CH:14][C:15]([NH:19][C:20]3[C:24]4[CH:25]=[N:26][CH:27]=[CH:28][C:23]=4[S:22][C:21]=3[C:29]([O:31][CH2:32][CH3:33])=[O:30])=[CH:16][CH:17]=2)[CH2:12][CH2:11]1)(C(C)(C)C)(C)C.CCCC[N+](CCCC)(CCCC)CCCC.[F-], predict the reaction product. The product is: [OH:8][N:9]=[C:10]1[C:18]2[C:13](=[CH:14][C:15]([NH:19][C:20]3[C:24]4[CH:25]=[N:26][CH:27]=[CH:28][C:23]=4[S:22][C:21]=3[C:29]([O:31][CH2:32][CH3:33])=[O:30])=[CH:16][CH:17]=2)[CH2:12][CH2:11]1. (7) Given the reactants [CH3:1][C:2]1([CH2:7][CH2:8][CH2:9][CH2:10][CH2:11][CH2:12][C:13]([O:15]C)=[O:14])[O:6][CH2:5][CH2:4][O:3]1.[Li+].[OH-].Cl, predict the reaction product. The product is: [CH3:1][C:2]1([CH2:7][CH2:8][CH2:9][CH2:10][CH2:11][CH2:12][C:13]([OH:15])=[O:14])[O:6][CH2:5][CH2:4][O:3]1. (8) Given the reactants [I:1][C:2]1[CH:9]=[CH:8][C:5]([CH2:6][NH2:7])=[CH:4][CH:3]=1.[C:10]([O:14][C:15](=[O:18])[CH2:16]Br)([CH3:13])([CH3:12])[CH3:11].C(=O)([O-])[O-].[K+].[K+], predict the reaction product. The product is: [C:10]([O:14][C:15](=[O:18])[CH2:16][NH:7][CH2:6][C:5]1[CH:8]=[CH:9][C:2]([I:1])=[CH:3][CH:4]=1)([CH3:13])([CH3:12])[CH3:11].